From a dataset of Full USPTO retrosynthesis dataset with 1.9M reactions from patents (1976-2016). Predict the reactants needed to synthesize the given product. (1) Given the product [F:1][C:2]1[CH:10]=[C:9]2[C:5]([C:6]([CH2:11][C:12]#[N:13])=[CH:7][N:8]2[C:19]([O:18][C:15]([CH3:17])([CH3:16])[CH3:14])=[O:20])=[CH:4][CH:3]=1, predict the reactants needed to synthesize it. The reactants are: [F:1][C:2]1[CH:10]=[C:9]2[C:5]([C:6]([CH2:11][C:12]#[N:13])=[CH:7][NH:8]2)=[CH:4][CH:3]=1.[CH3:14][C:15]([O:18][C:19](O[C:19]([O:18][C:15]([CH3:17])([CH3:16])[CH3:14])=[O:20])=[O:20])([CH3:17])[CH3:16]. (2) The reactants are: [CH:1]1[CH:6]=[CH:5][C:4]([CH:7]([NH2:10])[CH2:8][OH:9])=[CH:3][CH:2]=1.CCN(C(C)C)C(C)C.[C:20](=O)([O:31][CH2:32][C:33]1[CH:38]=[CH:37][N:36]=[CH:35][CH:34]=1)[O:21]C1C=CC([N+]([O-])=O)=CC=1. Given the product [OH:9][CH2:8][C@H:7]([NH:10][C:20](=[O:21])[O:31][CH2:32][C:33]1[CH:38]=[CH:37][N:36]=[CH:35][CH:34]=1)[C:4]1[CH:5]=[CH:6][CH:1]=[CH:2][CH:3]=1, predict the reactants needed to synthesize it. (3) Given the product [F:37][C:2]([F:1])([F:36])[C:3]1[CH:4]=[C:5]([CH:29]=[C:30]([C:32]([F:33])([F:34])[F:35])[CH:31]=1)[C:6]([N:8]1[CH2:13][CH2:12][N:11]([CH2:40][CH2:41][N:42]2[CH2:47][CH2:46][O:45][CH2:44][C@H:43]2[CH2:48][O:49][CH3:50])[CH2:10][CH:9]1[CH2:14][C:15]1[CH:20]=[CH:19][C:18]([CH3:21])=[C:17]([O:22][CH2:23][O:24][CH2:25][CH2:26][O:27][CH3:28])[CH:16]=1)=[O:7], predict the reactants needed to synthesize it. The reactants are: [F:1][C:2]([F:37])([F:36])[C:3]1[CH:4]=[C:5]([CH:29]=[C:30]([C:32]([F:35])([F:34])[F:33])[CH:31]=1)[C:6]([N:8]1[CH2:13][CH2:12][NH:11][CH2:10][CH:9]1[CH2:14][C:15]1[CH:20]=[CH:19][C:18]([CH3:21])=[C:17]([O:22][CH2:23][O:24][CH2:25][CH2:26][O:27][CH3:28])[CH:16]=1)=[O:7].Cl.Cl[CH2:40][CH2:41][N:42]1[CH2:47][CH2:46][O:45][CH2:44][C@H:43]1[CH2:48][O:49][CH3:50].C(=O)([O-])[O-].[K+].[K+].[I-].[K+].C(=O)([O-])O.[Na+]. (4) Given the product [C:13]1([C:11]2[O:12][C:8]3[CH:7]=[C:6]([C:4](=[O:5])[CH2:22][CH2:23][CH3:24])[CH:20]=[CH:19][C:9]=3[N:10]=2)[CH:14]=[CH:15][CH:16]=[CH:17][CH:18]=1, predict the reactants needed to synthesize it. The reactants are: CON(C)[C:4]([C:6]1[CH:20]=[CH:19][C:9]2[N:10]=[C:11]([C:13]3[CH:18]=[CH:17][CH:16]=[CH:15][CH:14]=3)[O:12][C:8]=2[CH:7]=1)=[O:5].[CH2:22]([Mg]Cl)[CH2:23][CH3:24]. (5) Given the product [CH2:24]([O:31][C:32]1[C:41]2[C:36](=[CH:37][CH:38]=[CH:39][CH:40]=2)[CH:35]=[C:34]([CH2:42][O:23][CH:9]2[CH:8]([C:5]3[CH:6]=[CH:7][C:2]([F:1])=[CH:3][CH:4]=3)[CH2:14][CH:13]3[N:15]([C:16]([O:18][C:19]([CH3:20])([CH3:22])[CH3:21])=[O:17])[CH:10]2[CH2:11][CH2:12]3)[CH:33]=1)[C:25]1[CH:26]=[CH:27][CH:28]=[CH:29][CH:30]=1, predict the reactants needed to synthesize it. The reactants are: [F:1][C:2]1[CH:7]=[CH:6][C:5]([CH:8]2[CH2:14][CH:13]3[N:15]([C:16]([O:18][C:19]([CH3:22])([CH3:21])[CH3:20])=[O:17])[CH:10]([CH2:11][CH2:12]3)[CH:9]2[OH:23])=[CH:4][CH:3]=1.[CH2:24]([O:31][C:32]1[C:41]2[C:36](=[CH:37][CH:38]=[CH:39][CH:40]=2)[CH:35]=[C:34]([CH2:42]Cl)[CH:33]=1)[C:25]1[CH:30]=[CH:29][CH:28]=[CH:27][CH:26]=1. (6) Given the product [CH3:1][O:2][C:3](=[O:12])[C:4]1[CH:9]=[CH:8][C:7]([CH2:10][CH2:18][NH:15][S:22]([CH2:21][Br:20])(=[O:24])=[O:23])=[CH:6][CH:5]=1, predict the reactants needed to synthesize it. The reactants are: [CH3:1][O:2][C:3](=[O:12])[C:4]1[CH:9]=[CH:8][C:7]([CH2:10]N)=[CH:6][CH:5]=1.C([N:15]([CH2:18]C)CC)C.[Br:20][CH2:21][S:22](Br)(=[O:24])=[O:23]. (7) Given the product [CH3:28][N:27]([CH2:29][C:30]1[CH:31]=[CH:32][C:33]([NH:34][C:2]2[C:11]3[NH:12][N:13]=[CH:14][C:10]=3[C:9]3[C:8]([O:24][CH3:25])=[CH:7][CH:6]=[CH:5][C:4]=3[N:3]=2)=[CH:35][CH:36]=1)[CH3:26], predict the reactants needed to synthesize it. The reactants are: Cl[C:2]1[C:11]2=[N:12][N:13](CC3C=CC(OC)=CC=3)[CH:14]=[C:10]2[C:9]2[C:8]([O:24][CH3:25])=[CH:7][CH:6]=[CH:5][C:4]=2[N:3]=1.[CH3:26][N:27]([CH2:29][C:30]1[CH:36]=[CH:35][C:33]([NH2:34])=[CH:32][CH:31]=1)[CH3:28].Cl.